Dataset: Forward reaction prediction with 1.9M reactions from USPTO patents (1976-2016). Task: Predict the product of the given reaction. (1) Given the reactants [CH3:1][S:2]([C:5]1[CH:6]=[C:7]2[C:11](=[CH:12][CH:13]=1)[NH:10][C:9](=[O:14])[CH2:8]2)(=[O:4])=[O:3].[CH:15]([C:17]1[NH:18][C:19]([CH3:37])=[C:20]([S:27]([C:30]2[CH:35]=[CH:34][C:33]([CH3:36])=[CH:32][CH:31]=2)(=[O:29])=[O:28])[C:21]=1[CH2:22][CH2:23][C:24]([OH:26])=[O:25])=O.N1CCCCC1, predict the reaction product. The product is: [CH3:1][S:2]([C:5]1[CH:6]=[C:7]2[C:11](=[CH:12][CH:13]=1)[NH:10][C:9](=[O:14])/[C:8]/2=[CH:15]\[C:17]1[NH:18][C:19]([CH3:37])=[C:20]([S:27]([C:30]2[CH:31]=[CH:32][C:33]([CH3:36])=[CH:34][CH:35]=2)(=[O:28])=[O:29])[C:21]=1[CH2:22][CH2:23][C:24]([OH:26])=[O:25])(=[O:4])=[O:3]. (2) Given the reactants [C:1]([N:8]1[CH:12]=[CH:11][N:10]=[CH:9]1)(N1C=CN=C1)=[O:2].[CH:13]1(C(O)=O)[CH2:15][CH2:14]1, predict the reaction product. The product is: [N:8]1([C:1]([CH:13]2[CH2:15][CH2:14]2)=[O:2])[CH:12]=[CH:11][N:10]=[CH:9]1. (3) Given the reactants [C:1]1([OH:7])[CH:6]=[CH:5][CH:4]=[CH:3][CH:2]=1.Cl[CH2:9][CH2:10][CH2:11][CH2:12][OH:13].C([O-])([O-])=O.[Cs+].[Cs+], predict the reaction product. The product is: [O:7]([CH2:9][CH2:10][CH2:11][CH2:12][OH:13])[C:1]1[CH:6]=[CH:5][CH:4]=[CH:3][CH:2]=1. (4) Given the reactants Br[C:2]1[C:3]([CH3:15])=[C:4]([O:13][CH3:14])[C:5]2[O:9][CH:8]([CH3:10])[CH2:7][C:6]=2[C:11]=1[CH3:12].[CH3:16][C:17]1[CH:22]=[CH:21][C:20]([N:23]2[CH2:28][CH2:27][NH:26][CH2:25][CH2:24]2)=[CH:19][CH:18]=1, predict the reaction product. The product is: [CH3:14][O:13][C:4]1[C:5]2[O:9][CH:8]([CH3:10])[CH2:7][C:6]=2[C:11]([CH3:12])=[C:2]([N:26]2[CH2:27][CH2:28][N:23]([C:20]3[CH:21]=[CH:22][C:17]([CH3:16])=[CH:18][CH:19]=3)[CH2:24][CH2:25]2)[C:3]=1[CH3:15]. (5) Given the reactants CN1CCOCC1.[CH3:8][O:9][C:10](=[O:54])[NH:11][C@@H:12]([C:16]([N:18]1[CH2:22][CH2:21][CH2:20][CH:19]1[C:23]1[NH:24][C:25]([C:28]2[CH:33]=[CH:32][C:31]([C:34]3[CH:39]=[CH:38][C:37]([C:40]4[NH:41][C:42]([CH2:45][N:46]5[CH2:51][CH2:50][CH2:49][CH:48]([NH2:52])[C:47]5=[O:53])=[N:43][CH:44]=4)=[CH:36][CH:35]=3)=[CH:30][CH:29]=2)=[CH:26][N:27]=1)=[O:17])[CH:13]([CH3:15])[CH3:14].Cl[C:56]([O:58][CH3:59])=[O:57], predict the reaction product. The product is: [CH3:59][O:58][C:56](=[O:57])[NH:52][C@@H:48]1[CH2:49][CH2:50][CH2:51][N:46]([CH2:45][C:42]2[NH:41][C:40]([C:37]3[CH:38]=[CH:39][C:34]([C:31]4[CH:30]=[CH:29][C:28]([C:25]5[NH:24][C:23]([CH:19]6[CH2:20][CH2:21][CH2:22][N:18]6[C:16](=[O:17])[CH:12]([NH:11][C:10]([O:9][CH3:8])=[O:54])[CH:13]([CH3:15])[CH3:14])=[N:27][CH:26]=5)=[CH:33][CH:32]=4)=[CH:35][CH:36]=3)=[CH:44][N:43]=2)[C:47]1=[O:53]. (6) Given the reactants [O:1]=[C:2]1[CH2:7][NH:6][CH2:5][CH2:4][N:3]1[C:8]1[CH:13]=[CH:12][C:11]([C:14]2([C:17]([N:19]3[CH2:23][CH2:22][C@@:21]4([C:27]5[CH:28]=[CH:29][CH:30]=[CH:31][C:26]=5[C:25](=[O:32])[O:24]4)[CH2:20]3)=[O:18])[CH2:16][CH2:15]2)=[CH:10][CH:9]=1.C(#N)C.C(N(CC)CC)C.[CH3:43][S:44](Cl)(=[O:46])=[O:45], predict the reaction product. The product is: [CH3:43][S:44]([N:6]1[CH2:5][CH2:4][N:3]([C:8]2[CH:13]=[CH:12][C:11]([C:14]3([C:17]([N:19]4[CH2:23][CH2:22][C@@:21]5([C:27]6[CH:28]=[CH:29][CH:30]=[CH:31][C:26]=6[C:25](=[O:32])[O:24]5)[CH2:20]4)=[O:18])[CH2:16][CH2:15]3)=[CH:10][CH:9]=2)[C:2](=[O:1])[CH2:7]1)(=[O:46])=[O:45]. (7) Given the reactants [CH3:1][N:2]([CH3:12])[C:3]1[CH:4]=[C:5]([CH:9]=[CH:10][CH:11]=1)[C:6](O)=[O:7].CN(C)C=O.C(Cl)(=O)C(Cl)=O.[CH3:24][NH:25][O:26][CH3:27].C(N(CC)CC)C, predict the reaction product. The product is: [CH3:1][N:2]([CH3:12])[C:3]1[CH:4]=[C:5]([CH:9]=[CH:10][CH:11]=1)[C:6]([N:25]([O:26][CH3:27])[CH3:24])=[O:7].